From a dataset of Full USPTO retrosynthesis dataset with 1.9M reactions from patents (1976-2016). Predict the reactants needed to synthesize the given product. Given the product [O:31]([C:30]1[CH:29]=[C:6]([CH2:24][CH2:25][NH:26][C:13]([C:10]2[S:11][CH:12]=[C:8]([C:5]3[CH:4]=[CH:3][C:2]([Cl:1])=[CH:7][CH:6]=3)[N:9]=2)=[O:15])[CH:5]=[CH:8][CH:12]=1)[C:32]1[CH:28]=[CH:4][CH:3]=[CH:2][CH:7]=1, predict the reactants needed to synthesize it. The reactants are: [Cl:1][C:2]1[CH:7]=[CH:6][C:5]([C:8]2[N:9]=[C:10]([C:13]([OH:15])=O)[S:11][CH:12]=2)=[CH:4][CH:3]=1.C1N=CN(C(N2C=[N:26][CH:25]=[CH:24]2)=O)C=1.[CH2:28]1[CH2:32][O:31][CH2:30][CH2:29]1.